Task: Predict which catalyst facilitates the given reaction.. Dataset: Catalyst prediction with 721,799 reactions and 888 catalyst types from USPTO Reactant: Cl[C:2]1[N:28]=[C:27]([CH3:29])[CH:26]=[CH:25][C:3]=1[C:4]([NH:6][C:7]1[CH:8]=[C:9]2[C:13](=[CH:14][CH:15]=1)[CH2:12][N:11]([C:16](=[O:24])[CH2:17][C:18]1[CH:23]=[CH:22][CH:21]=[CH:20][CH:19]=1)[CH2:10]2)=[O:5].[CH3:30][CH:31]1[CH2:36][CH2:35][NH:34][CH2:33][CH2:32]1. Product: [CH3:29][C:27]1[CH:26]=[CH:25][C:3]([C:4]([NH:6][C:7]2[CH:8]=[C:9]3[C:13](=[CH:14][CH:15]=2)[CH2:12][N:11]([C:16](=[O:24])[CH2:17][C:18]2[CH:23]=[CH:22][CH:21]=[CH:20][CH:19]=2)[CH2:10]3)=[O:5])=[C:2]([N:34]2[CH2:35][CH2:36][CH:31]([CH3:30])[CH2:32][CH2:33]2)[N:28]=1. The catalyst class is: 10.